Dataset: Catalyst prediction with 721,799 reactions and 888 catalyst types from USPTO. Task: Predict which catalyst facilitates the given reaction. Reactant: [OH:1][CH2:2][CH:3]([NH:10][C:11]([C@@H:13]1[CH2:15][C@@H:14]1[C:16]1[CH:21]=[CH:20][C:19]([O:22]C)=[CH:18][CH:17]=1)=[O:12])[C:4]1[CH:9]=[CH:8][CH:7]=[CH:6][CH:5]=1.B(Br)(Br)Br. Product: [OH:22][C:19]1[CH:18]=[CH:17][C:16]([C@H:14]2[CH2:15][C@H:13]2[C:11]([NH:10][CH:3]([C:4]2[CH:5]=[CH:6][CH:7]=[CH:8][CH:9]=2)[CH2:2][OH:1])=[O:12])=[CH:21][CH:20]=1. The catalyst class is: 4.